From a dataset of NCI-60 drug combinations with 297,098 pairs across 59 cell lines. Regression. Given two drug SMILES strings and cell line genomic features, predict the synergy score measuring deviation from expected non-interaction effect. (1) Drug 1: CN(C)N=NC1=C(NC=N1)C(=O)N. Drug 2: CC=C1C(=O)NC(C(=O)OC2CC(=O)NC(C(=O)NC(CSSCCC=C2)C(=O)N1)C(C)C)C(C)C. Cell line: HOP-92. Synergy scores: CSS=22.3, Synergy_ZIP=-0.451, Synergy_Bliss=-5.82, Synergy_Loewe=-36.1, Synergy_HSA=-5.29. (2) Drug 1: CC1C(C(=O)NC(C(=O)N2CCCC2C(=O)N(CC(=O)N(C(C(=O)O1)C(C)C)C)C)C(C)C)NC(=O)C3=C4C(=C(C=C3)C)OC5=C(C(=O)C(=C(C5=N4)C(=O)NC6C(OC(=O)C(N(C(=O)CN(C(=O)C7CCCN7C(=O)C(NC6=O)C(C)C)C)C)C(C)C)C)N)C. Drug 2: CC=C1C(=O)NC(C(=O)OC2CC(=O)NC(C(=O)NC(CSSCCC=C2)C(=O)N1)C(C)C)C(C)C. Cell line: NCI-H322M. Synergy scores: CSS=13.3, Synergy_ZIP=-3.24, Synergy_Bliss=-0.345, Synergy_Loewe=-11.7, Synergy_HSA=-4.80. (3) Drug 1: COC1=C(C=C2C(=C1)N=CN=C2NC3=CC(=C(C=C3)F)Cl)OCCCN4CCOCC4. Drug 2: C(CC(=O)O)C(=O)CN.Cl. Cell line: RPMI-8226. Synergy scores: CSS=35.2, Synergy_ZIP=-4.56, Synergy_Bliss=-0.749, Synergy_Loewe=2.35, Synergy_HSA=2.44. (4) Cell line: U251. Drug 1: C1CCN(CC1)CCOC2=CC=C(C=C2)C(=O)C3=C(SC4=C3C=CC(=C4)O)C5=CC=C(C=C5)O. Drug 2: C1CN(P(=O)(OC1)NCCCl)CCCl. Synergy scores: CSS=-2.73, Synergy_ZIP=0.229, Synergy_Bliss=-1.71, Synergy_Loewe=-3.82, Synergy_HSA=-2.93. (5) Drug 1: CN(CCCl)CCCl.Cl. Synergy scores: CSS=77.4, Synergy_ZIP=3.30, Synergy_Bliss=4.46, Synergy_Loewe=3.33, Synergy_HSA=6.58. Cell line: NCI-H522. Drug 2: CC1C(C(CC(O1)OC2CC(CC3=C2C(=C4C(=C3O)C(=O)C5=C(C4=O)C(=CC=C5)OC)O)(C(=O)CO)O)N)O.Cl. (6) Drug 1: CN(CC1=CN=C2C(=N1)C(=NC(=N2)N)N)C3=CC=C(C=C3)C(=O)NC(CCC(=O)O)C(=O)O. Drug 2: C1CN(P(=O)(OC1)NCCCl)CCCl. Cell line: SN12C. Synergy scores: CSS=28.2, Synergy_ZIP=-3.79, Synergy_Bliss=1.75, Synergy_Loewe=-20.0, Synergy_HSA=-2.00.